Dataset: Full USPTO retrosynthesis dataset with 1.9M reactions from patents (1976-2016). Task: Predict the reactants needed to synthesize the given product. Given the product [ClH:49].[CH:39]1([CH2:38][O:37][C:22]2[C:21]([C:13]3[CH:12]=[C:11]([CH:10]4[CH2:9][CH2:8][CH2:7][NH:6][CH2:5]4)[C:20]4[CH2:19][O:18][CH2:17][NH:16][C:15]=4[N:14]=3)=[C:26]([OH:27])[CH:25]=[CH:24][CH:23]=2)[CH2:40][CH2:41]1, predict the reactants needed to synthesize it. The reactants are: CC([C:5]1(C(C)(C)C)[CH:10]([C:11]2[C:20]3[CH2:19][O:18][CH2:17][NH:16][C:15]=3[N:14]=[C:13]([C:21]3[C:26]([O:27]CC4C=CC(OC)=CC=4)=[CH:25][CH:24]=[CH:23][C:22]=3[O:37][CH2:38][CH:39]3[CH2:41][CH2:40]3)[CH:12]=2)[CH2:9][CH2:8][CH2:7][N:6]1C([O-])=O)(C)C.[ClH:49].